The task is: Predict the reaction yield, written as a fraction of the theoretical maximum amount of product (1.0 means a 100% yield; for example, 0.34 means a 34% yield).. This data is from Reaction yield outcomes from USPTO patents with 853,638 reactions. (1) The reactants are [C:1]([CH2:3][C:4]1([N:24]2[CH:28]=[C:27]([C:29]3[C:30]4[CH:37]=[CH:36][N:35](COCC[Si](C)(C)C)[C:31]=4[N:32]=[CH:33][N:34]=3)[CH:26]=[N:25]2)[CH2:7][N:6]([C:8]2[C:21]([F:22])=[CH:20][C:11]([C:12]([NH:14][C@@H:15]([CH:17]3[CH2:19][CH2:18]3)[CH3:16])=[O:13])=[C:10]([F:23])[CH:9]=2)[CH2:5]1)#[N:2].FC(F)(F)C(O)=O. The catalyst is C(Cl)Cl. The product is [C:1]([CH2:3][C:4]1([N:24]2[CH:28]=[C:27]([C:29]3[C:30]4[CH:37]=[CH:36][NH:35][C:31]=4[N:32]=[CH:33][N:34]=3)[CH:26]=[N:25]2)[CH2:7][N:6]([C:8]2[C:21]([F:22])=[CH:20][C:11]([C:12]([NH:14][C@@H:15]([CH:17]3[CH2:18][CH2:19]3)[CH3:16])=[O:13])=[C:10]([F:23])[CH:9]=2)[CH2:5]1)#[N:2]. The yield is 0.240. (2) The reactants are [Cl:1][C:2]1[C:7]2[CH:8]=[N:9][NH:10][C:6]=2[CH:5]=[CH:4][N:3]=1.C1C(=O)N([Br:18])C(=O)C1. The yield is 1.00. The catalyst is C(#N)C. The product is [Br:18][C:8]1[C:7]2[C:2]([Cl:1])=[N:3][CH:4]=[CH:5][C:6]=2[NH:10][N:9]=1.